This data is from NCI-60 drug combinations with 297,098 pairs across 59 cell lines. The task is: Regression. Given two drug SMILES strings and cell line genomic features, predict the synergy score measuring deviation from expected non-interaction effect. Drug 1: CC1=C2C(C(=O)C3(C(CC4C(C3C(C(C2(C)C)(CC1OC(=O)C(C(C5=CC=CC=C5)NC(=O)OC(C)(C)C)O)O)OC(=O)C6=CC=CC=C6)(CO4)OC(=O)C)OC)C)OC. Drug 2: CCC1(CC2CC(C3=C(CCN(C2)C1)C4=CC=CC=C4N3)(C5=C(C=C6C(=C5)C78CCN9C7C(C=CC9)(C(C(C8N6C)(C(=O)OC)O)OC(=O)C)CC)OC)C(=O)OC)O.OS(=O)(=O)O. Cell line: TK-10. Synergy scores: CSS=60.6, Synergy_ZIP=7.00, Synergy_Bliss=7.66, Synergy_Loewe=5.56, Synergy_HSA=12.3.